This data is from Reaction yield outcomes from USPTO patents with 853,638 reactions. The task is: Predict the reaction yield, written as a fraction of the theoretical maximum amount of product (1.0 means a 100% yield; for example, 0.34 means a 34% yield). (1) The reactants are [N:1]12[CH2:8][CH2:7][C:4]([C:9]([C:17]3[CH:22]=[CH:21][CH:20]=[CH:19][CH:18]=3)([C:11]3[CH:16]=[CH:15][CH:14]=[CH:13][CH:12]=3)[OH:10])([CH2:5][CH2:6]1)[CH2:3][CH2:2]2.[C:23]1([O:29][CH2:30][CH2:31][CH2:32][CH2:33][Br:34])[CH:28]=[CH:27][CH:26]=[CH:25][CH:24]=1. The yield is 0.649. The product is [Br-:34].[OH:10][C:9]([C:17]1[CH:22]=[CH:21][CH:20]=[CH:19][CH:18]=1)([C:11]1[CH:12]=[CH:13][CH:14]=[CH:15][CH:16]=1)[C:4]12[CH2:5][CH2:6][N+:1]([CH2:33][CH2:32][CH2:31][CH2:30][O:29][C:23]3[CH:28]=[CH:27][CH:26]=[CH:25][CH:24]=3)([CH2:2][CH2:3]1)[CH2:8][CH2:7]2. The catalyst is CC#N. (2) The reactants are [Br:1][C:2]1[CH:7]=[CH:6][C:5]([CH:8]([C:14]([O:16][CH2:17][CH3:18])=[O:15])[C:9]([O:11][CH2:12][CH3:13])=[O:10])=[CH:4][CH:3]=1.[H-].[Na+].I[CH3:22]. The catalyst is C1COCC1. The product is [Br:1][C:2]1[CH:7]=[CH:6][C:5]([C:8]([CH3:22])([C:9]([O:11][CH2:12][CH3:13])=[O:10])[C:14]([O:16][CH2:17][CH3:18])=[O:15])=[CH:4][CH:3]=1. The yield is 0.550.